From a dataset of Forward reaction prediction with 1.9M reactions from USPTO patents (1976-2016). Predict the product of the given reaction. (1) Given the reactants [CH3:1][C:2]([CH3:22])([O:4][C:5]([NH:7][C@H:8]([CH2:13][C:14]1[CH:19]=[C:18]([F:20])[CH:17]=[CH:16][C:15]=1[F:21])[CH2:9][C:10]([OH:12])=O)=[O:6])[CH3:3].CN1CCOCC1.ClC(OCC(C)C)=O.Cl.[Cl:39][C:40]1[C:41]2[CH2:53][CH2:52][NH:51][CH2:50][C:42]=2[N:43]=[C:44]([C:46]([F:49])([F:48])[F:47])[N:45]=1, predict the reaction product. The product is: [CH3:22][C:2]([CH3:1])([O:4][C:5]([NH:7][C@H:8]([CH2:13][C:14]1[CH:19]=[C:18]([F:20])[CH:17]=[CH:16][C:15]=1[F:21])[CH2:9][C:10]([N:51]1[CH2:52][CH2:53][C:41]2[C:40]([Cl:39])=[N:45][C:44]([C:46]([F:49])([F:48])[F:47])=[N:43][C:42]=2[CH2:50]1)=[O:12])=[O:6])[CH3:3]. (2) Given the reactants [NH2:1][C:2]1[CH:7]=[CH:6][C:5]([C:8]2[C:16]3[C:15]([NH2:17])=[N:14][CH:13]=[N:12][C:11]=3[N:10]([C@H:18]3[CH2:23][CH2:22][C@H:21]([N:24]4[CH2:29][CH2:28][N:27]([CH3:30])[CH2:26][CH2:25]4)[CH2:20][CH2:19]3)[CH:9]=2)=[CH:4][CH:3]=1.[CH3:31][N:32]1[C:40]2[C:35](=[CH:36][CH:37]=[CH:38][CH:39]=2)[CH:34]=[C:33]1[C:41](O)=[O:42].CN(C(ON1N=NC2C=CC=CC1=2)=[N+](C)C)C.[B-](F)(F)(F)F.CCN(C(C)C)C(C)C, predict the reaction product. The product is: [NH2:17][C:15]1[C:16]2[C:8]([C:5]3[CH:4]=[CH:3][C:2]([NH:1][C:41]([C:33]4[N:32]([CH3:31])[C:40]5[C:35]([CH:34]=4)=[CH:36][CH:37]=[CH:38][CH:39]=5)=[O:42])=[CH:7][CH:6]=3)=[CH:9][N:10]([C@H:18]3[CH2:23][CH2:22][C@H:21]([N:24]4[CH2:25][CH2:26][N:27]([CH3:30])[CH2:28][CH2:29]4)[CH2:20][CH2:19]3)[C:11]=2[N:12]=[CH:13][N:14]=1. (3) The product is: [Cl:15][C:16]1[CH:23]=[CH:22][CH:21]=[CH:20][C:17]=1[CH2:18][N:9]1[C:10]([CH3:14])([CH3:13])[C:11](=[O:12])[N:8]1[CH:1]1[CH2:2][CH2:3][CH2:4][CH2:5][CH2:6][CH2:7]1. Given the reactants [CH:1]1([N:8]2[C:11](=[O:12])[C:10]([CH3:14])([CH3:13])[NH:9]2)[CH2:7][CH2:6][CH2:5][CH2:4][CH2:3][CH2:2]1.[Cl:15][C:16]1[CH:23]=[CH:22][CH:21]=[CH:20][C:17]=1[CH2:18]Br, predict the reaction product. (4) Given the reactants [CH2:1]([N:8]1[CH:12]=[C:11]([CH2:13][OH:14])[C:10]([O:15][CH2:16][C:17]2[CH:22]=[CH:21][C:20]([O:23][CH2:24][C:25]3[N:26]=[C:27]([C:31]4[O:32][CH:33]=[CH:34][CH:35]=4)[O:28][C:29]=3[CH3:30])=[CH:19][C:18]=2[O:36][CH3:37])=[N:9]1)[C:2]1[CH:7]=[CH:6][CH:5]=[CH:4][CH:3]=1, predict the reaction product. The product is: [CH2:1]([N:8]1[CH:12]=[C:11]([CH:13]=[O:14])[C:10]([O:15][CH2:16][C:17]2[CH:22]=[CH:21][C:20]([O:23][CH2:24][C:25]3[N:26]=[C:27]([C:31]4[O:32][CH:33]=[CH:34][CH:35]=4)[O:28][C:29]=3[CH3:30])=[CH:19][C:18]=2[O:36][CH3:37])=[N:9]1)[C:2]1[CH:3]=[CH:4][CH:5]=[CH:6][CH:7]=1. (5) Given the reactants [CH2:1]([O:8][C:9]1[CH:10]=[CH:11][C:12]2[C:13]3[N:21]([CH2:22][CH2:23][CH2:24][CH2:25][NH:26][C:27](=[O:33])[O:28][C:29]([CH3:32])([CH3:31])[CH3:30])[C:20]([CH2:34][CH2:35][O:36][CH3:37])=[N:19][C:14]=3[CH:15]=[N:16][C:17]=2[CH:18]=1)[C:2]1[CH:7]=[CH:6][CH:5]=[CH:4][CH:3]=1.C([O:45]C1C=CC2C3N(CC(C)C)C(C)=NC=3C=NC=2C=1)C1C=CC=CC=1.C1C=C(Cl)C=C(C(OO)=O)C=1, predict the reaction product. The product is: [CH2:1]([O:8][C:9]1[CH:10]=[CH:11][C:12]2[C:13]3[N:21]([CH2:22][CH2:23][CH2:24][CH2:25][NH:26][C:27](=[O:33])[O:28][C:29]([CH3:32])([CH3:30])[CH3:31])[C:20]([CH2:34][CH2:35][O:36][CH3:37])=[N:19][C:14]=3[CH:15]=[N+:16]([O-:45])[C:17]=2[CH:18]=1)[C:2]1[CH:3]=[CH:4][CH:5]=[CH:6][CH:7]=1. (6) Given the reactants [CH3:1][C:2]1[C:6]([C:7]2[CH2:12][CH2:11][CH2:10][C:9](=[O:13])[CH:8]=2)=[CH:5][N:4]([C:14]2[CH:19]=[CH:18][N:17]=[C:16]3[N:20]([CH2:23][O:24][CH2:25][CH2:26][Si:27]([CH3:30])([CH3:29])[CH3:28])[CH:21]=[CH:22][C:15]=23)[N:3]=1.CO.[BH4-].[Na+], predict the reaction product. The product is: [CH3:1][C:2]1[C:6]([CH:7]2[CH2:12][CH2:11][CH2:10][CH:9]([OH:13])[CH2:8]2)=[CH:5][N:4]([C:14]2[CH:19]=[CH:18][N:17]=[C:16]3[N:20]([CH2:23][O:24][CH2:25][CH2:26][Si:27]([CH3:28])([CH3:30])[CH3:29])[CH:21]=[CH:22][C:15]=23)[N:3]=1. (7) Given the reactants [Cl:1][C:2]1[CH:3]=[C:4]([CH:26]=[CH:27][C:28]=1[Cl:29])[CH2:5][O:6][C:7]1[CH:12]=[CH:11][C:10]([C@@H:13]([OH:25])[CH2:14][O:15][C:16]2[CH:17]=[C:18]([CH:21]=[CH:22][C:23]=2F)[C:19]#[N:20])=[CH:9][CH:8]=1.[H-].[Na+], predict the reaction product. The product is: [Cl:1][C:2]1[CH:3]=[C:4]([CH:26]=[CH:27][C:28]=1[Cl:29])[CH2:5][O:6][C:7]1[CH:12]=[CH:11][C:10]([C@H:13]2[O:25][C:23]3[CH:22]=[CH:21][C:18]([C:19]#[N:20])=[CH:17][C:16]=3[O:15][CH2:14]2)=[CH:9][CH:8]=1. (8) Given the reactants [NH2:1][C:2]1[NH:3][C:4]2[CH:10]=[CH:9][CH:8]=[CH:7][C:5]=2[N:6]=1.Br[CH2:12][CH2:13][O:14][C:15]1[CH:20]=[CH:19][C:18]([F:21])=[CH:17][CH:16]=1, predict the reaction product. The product is: [F:21][C:18]1[CH:19]=[CH:20][C:15]([O:14][CH2:13][CH2:12][N:3]2[C:4]3[CH:10]=[CH:9][CH:8]=[CH:7][C:5]=3[N:6]([CH2:12][CH2:13][O:14][C:15]3[CH:20]=[CH:19][C:18]([F:21])=[CH:17][CH:16]=3)[C:2]2=[NH:1])=[CH:16][CH:17]=1. (9) Given the reactants [CH3:1][S:2]([C:5]1[CH:6]=[C:7]2[C:11](=[CH:12][CH:13]=1)[NH:10][CH:9]=[CH:8]2)(=[O:4])=[O:3].[C:14]([O:18][C:19]([N:21]1[CH2:26][CH2:25][CH:24]([O:27][C:28]2[CH:33]=[CH:32][C:31](Br)=[CH:30][CH:29]=2)[CH2:23][CH2:22]1)=[O:20])([CH3:17])([CH3:16])[CH3:15], predict the reaction product. The product is: [C:14]([O:18][C:19]([N:21]1[CH2:22][CH2:23][CH:24]([O:27][C:28]2[CH:33]=[CH:32][C:31]([N:10]3[C:11]4[C:7](=[CH:6][C:5]([S:2]([CH3:1])(=[O:4])=[O:3])=[CH:13][CH:12]=4)[CH:8]=[CH:9]3)=[CH:30][CH:29]=2)[CH2:25][CH2:26]1)=[O:20])([CH3:17])([CH3:15])[CH3:16].